Dataset: Forward reaction prediction with 1.9M reactions from USPTO patents (1976-2016). Task: Predict the product of the given reaction. Given the reactants [CH3:1][C:2]([C@H:4]1[C@@H:8]2[C@@H:9]3[C@@:22]([CH3:25])([CH2:23][CH2:24][C@@:7]2([C:31](O)=[O:32])[CH2:6][CH2:5]1)[C@@:21]1([CH3:26])[C@@H:12]([C@:13]2([CH3:30])[C@@H:18]([CH2:19][CH2:20]1)[C:17]([CH3:28])([CH3:27])[C@@H:16]([OH:29])[CH2:15][CH2:14]2)[CH2:11][CH2:10]3)=[CH2:3].[NH2:34][CH2:35][C:36]1[CH:37]=[C:38]([CH:43]=[CH:44][CH:45]=1)[C:39]([O:41]C)=[O:40].CCN=C=NCCCN(C)C.ON1C2N=CC=CC=2N=N1.CN1CCOCC1.[Li+].[OH-].Cl, predict the reaction product. The product is: [OH:29][C@H:16]1[CH2:15][CH2:14][C@@:13]2([CH3:30])[C@@H:18]([CH2:19][CH2:20][C@:21]3([CH3:26])[C@@H:12]2[CH2:11][CH2:10][C@H:9]2[C@@:22]3([CH3:25])[CH2:23][CH2:24][C@@:7]3([C:31]([NH:34][CH2:35][C:36]4[CH:37]=[C:38]([CH:43]=[CH:44][CH:45]=4)[C:39]([OH:41])=[O:40])=[O:32])[CH2:6][CH2:5][C@@H:4]([C:2]([CH3:3])=[CH2:1])[C@@H:8]32)[C:17]1([CH3:28])[CH3:27].